From a dataset of Reaction yield outcomes from USPTO patents with 853,638 reactions. Predict the reaction yield, written as a fraction of the theoretical maximum amount of product (1.0 means a 100% yield; for example, 0.34 means a 34% yield). (1) The yield is 1.00. The catalyst is [I-].C([N+](CCCC)(CCCC)CCCC)CCC.CN(C=O)C.[Cu]I.[Pd].C1(P(C2C=CC=CC=2)C2C=CC=CC=2)C=CC=CC=1.C1(P(C2C=CC=CC=2)C2C=CC=CC=2)C=CC=CC=1.C1(P(C2C=CC=CC=2)C2C=CC=CC=2)C=CC=CC=1.C1(P(C2C=CC=CC=2)C2C=CC=CC=2)C=CC=CC=1. The product is [CH2:1]([C:7]1[CH:8]=[C:9]([C:13]2[N:17]([CH3:18])[C:16]([C:19]([N:21]3[CH2:26][CH2:25][CH:24]([N:27]4[CH2:31][CH2:30][CH2:29][CH2:28]4)[CH2:23][CH2:22]3)=[O:20])=[C:15]([C:45]#[C:44][Si:41]([CH3:43])([CH3:42])[CH3:40])[N:14]=2)[CH:10]=[CH:11][CH:12]=1)[CH2:2][CH2:3][CH2:4][CH2:5][CH3:6]. The reactants are [CH2:1]([C:7]1[CH:8]=[C:9]([C:13]2[N:17]([CH3:18])[C:16]([C:19]([N:21]3[CH2:26][CH2:25][CH:24]([N:27]4[CH2:31][CH2:30][CH2:29][CH2:28]4)[CH2:23][CH2:22]3)=[O:20])=[C:15](I)[N:14]=2)[CH:10]=[CH:11][CH:12]=1)[CH2:2][CH2:3][CH2:4][CH2:5][CH3:6].CCN(CC)CC.[CH3:40][Si:41]([C:44]#[CH:45])([CH3:43])[CH3:42]. (2) The reactants are Br[C:2]1[NH:3][C:4]2[C:9]([C:10]=1[CH:11]1[CH2:16][CH2:15][CH2:14][CH2:13][CH2:12]1)=[CH:8][CH:7]=[C:6]([C:17]([O:19][CH3:20])=[O:18])[CH:5]=2.[C:21]([O:25][C:26]([N:28]1[CH:32]=[CH:31][CH:30]=[C:29]1B(O)O)=[O:27])([CH3:24])([CH3:23])[CH3:22].C(=O)([O-])[O-].[Na+].[Na+].[Cl-].[Li+]. The catalyst is C(COC)OC.O.C1C=CC([P]([Pd]([P](C2C=CC=CC=2)(C2C=CC=CC=2)C2C=CC=CC=2)([P](C2C=CC=CC=2)(C2C=CC=CC=2)C2C=CC=CC=2)[P](C2C=CC=CC=2)(C2C=CC=CC=2)C2C=CC=CC=2)(C2C=CC=CC=2)C2C=CC=CC=2)=CC=1. The product is [C:21]([O:25][C:26]([N:28]1[CH:32]=[CH:31][CH:30]=[C:29]1[C:2]1[NH:3][C:4]2[C:9]([C:10]=1[CH:11]1[CH2:16][CH2:15][CH2:14][CH2:13][CH2:12]1)=[CH:8][CH:7]=[C:6]([C:17]([O:19][CH3:20])=[O:18])[CH:5]=2)=[O:27])([CH3:24])([CH3:22])[CH3:23]. The yield is 0.640. (3) The reactants are Br[C:2]1[C:11]([CH3:12])=[CH:10][CH:9]=[CH:8][C:3]=1[C:4]([O:6][CH3:7])=[O:5].[C:13]([CH:17]1[CH2:22]C(=O)[CH2:20][CH2:19][O:18]1)([CH3:16])([CH3:15])[CH3:14].CC1(C)C2C(=C(P(C3C=CC=CC=3)C3C=CC=CC=3)C=CC=2)OC2C(P(C3C=CC=CC=3)C3C=CC=CC=3)=CC=CC1=2.C([O-])([O-])=O.[Cs+].[Cs+]. The catalyst is C1C=CC(/C=C/C(/C=C/C2C=CC=CC=2)=O)=CC=1.C1C=CC(/C=C/C(/C=C/C2C=CC=CC=2)=O)=CC=1.C1C=CC(/C=C/C(/C=C/C2C=CC=CC=2)=O)=CC=1.[Pd].[Pd].C1(C)C=CC=CC=1. The product is [C:13]([CH:17]1[O:18][CH2:19][C:20]2[C:2]3[C:11]([CH3:12])=[CH:10][CH:9]=[CH:8][C:3]=3[C:4](=[O:5])[O:6][C:7]=2[CH2:22]1)([CH3:16])([CH3:15])[CH3:14]. The yield is 0.0600. (4) The reactants are [CH3:1][O:2][C@H:3]1[CH2:8][CH2:7][C@H:6]([CH2:9][N:10]2[C:15]3=[N:16][C:17]([Sn](C)(C)C)=[CH:18][N:19]=[C:14]3[NH:13][CH2:12][C:11]2=[O:24])[CH2:5][CH2:4]1.Br[C:26]1[C:27]([CH3:34])=[CH:28][C:29]([C:32]#[N:33])=[N:30][CH:31]=1.C(N(CC)CC)C.CC1C(P(C2C(C)=CC=CC=2)C2C(C)=CC=CC=2)=CC=CC=1. The catalyst is C1C=CC(/C=C/C(/C=C/C2C=CC=CC=2)=O)=CC=1.C1C=CC(/C=C/C(/C=C/C2C=CC=CC=2)=O)=CC=1.C1C=CC(/C=C/C(/C=C/C2C=CC=CC=2)=O)=CC=1.[Pd].[Pd].CN(C)C=O. The product is [CH3:1][O:2][C@H:3]1[CH2:8][CH2:7][C@H:6]([CH2:9][N:10]2[C:11](=[O:24])[CH2:12][NH:13][C:14]3[N:19]=[CH:18][C:17]([C:26]4[C:27]([CH3:34])=[CH:28][C:29]([C:32]#[N:33])=[N:30][CH:31]=4)=[N:16][C:15]2=3)[CH2:5][CH2:4]1. The yield is 0.940. (5) The reactants are C(OC(=O)[NH:7][C:8]([CH3:48])([CH3:47])[C:9]([N:11]1[CH2:16][CH2:15][CH:14]([C:17]2[CH:22]=[CH:21][C:20]([NH:23][C:24]([C:26]3[N:27](COCC[Si](C)(C)C)[CH:28]=[C:29]([C:31]#[N:32])[N:30]=3)=[O:25])=[C:19]([C:41]3[CH2:46][CH2:45][CH2:44][CH2:43][CH:42]=3)[CH:18]=2)[CH2:13][CH2:12]1)=[O:10])(C)(C)C.[C:50]([OH:56])([C:52]([F:55])([F:54])[F:53])=[O:51]. The catalyst is C(Cl)Cl.CCO. The product is [F:53][C:52]([F:55])([F:54])[C:50]([OH:56])=[O:51].[NH2:7][C:8]([CH3:48])([CH3:47])[C:9]([N:11]1[CH2:16][CH2:15][CH:14]([C:17]2[CH:22]=[CH:21][C:20]([NH:23][C:24]([C:26]3[NH:30][C:29]([C:31]#[N:32])=[CH:28][N:27]=3)=[O:25])=[C:19]([C:41]3[CH2:46][CH2:45][CH2:44][CH2:43][CH:42]=3)[CH:18]=2)[CH2:13][CH2:12]1)=[O:10]. The yield is 0.290. (6) The reactants are [CH3:1][O:2][C:3]1[CH:8]=[C:7]([C:9]2[CH:10]=[N:11][N:12]([CH3:14])[CH:13]=2)[CH:6]=[CH:5][C:4]=1[NH:15][CH:16]=O.[H-].[Na+].Cl[C:21]1[C:26]2[N:27]=[C:28](S(C)(=O)=O)[N:29]=[CH:30][C:25]=2[C:24]([CH3:35])=[CH:23][N:22]=1.[OH-].[Na+].[CH3:38][C:39](C)([CH3:42])[CH2:40]N.C[N:45]1CCCC1=O. The catalyst is C1COCC1.CO. The product is [CH3:1][O:2][C:3]1[CH:8]=[C:7]([C:9]2[CH:10]=[N:11][N:12]([CH3:14])[CH:13]=2)[CH:6]=[CH:5][C:4]=1[NH:15][CH:16]1[N:27]=[C:26]2[C:21]([NH2:45])=[N:22][CH:23]=[C:24]([CH3:35])[C:25]2=[CH:30][N:29]1[CH2:28][C:39]([CH3:42])([CH3:40])[CH3:38]. The yield is 0.500.